From a dataset of CYP2D6 inhibition data for predicting drug metabolism from PubChem BioAssay. Regression/Classification. Given a drug SMILES string, predict its absorption, distribution, metabolism, or excretion properties. Task type varies by dataset: regression for continuous measurements (e.g., permeability, clearance, half-life) or binary classification for categorical outcomes (e.g., BBB penetration, CYP inhibition). Dataset: cyp2d6_veith. (1) The compound is CCCC(=O)N1c2ccccc2C(N(C(C)=O)c2ccccc2)CC1C. The result is 0 (non-inhibitor). (2) The molecule is O=C(Nc1cccc(F)c1)N1CCC2(CC1)CCN(C(=O)c1ccncc1)CC2. The result is 0 (non-inhibitor). (3) The drug is CS/C(N)=N/N=C/c1ccc([N+](=O)[O-])cc1.I. The result is 0 (non-inhibitor). (4) The compound is O=C(NC1CCCCC1)C(c1ccc(F)cc1)N(C(=O)Cc1ccsc1)c1ccc(F)cc1. The result is 0 (non-inhibitor). (5) The result is 0 (non-inhibitor). The compound is O=C(O)c1ccccc1Nc1ccccc1. (6) The molecule is CCOC(=O)CN1C(=O)S/C(=C/c2ccc(N3CCCCC3)o2)C1=O. The result is 0 (non-inhibitor). (7) The molecule is COC(=O)[C@@]1(Cc2ccccc2)[C@H]2c3cc(C(=O)N(C)C)n(C[C@H](O)CO)c3C[C@H]2CN1C(=O)c1ccccc1. The result is 0 (non-inhibitor). (8) The compound is O=c1[nH]n(-c2cccc3cccnc23)c(=O)c2ccccc12. The result is 0 (non-inhibitor).